This data is from Reaction yield outcomes from USPTO patents with 853,638 reactions. The task is: Predict the reaction yield, written as a fraction of the theoretical maximum amount of product (1.0 means a 100% yield; for example, 0.34 means a 34% yield). The product is [Br:1][C:2]1[CH:3]=[N:4][C:5]([N:19]2[CH2:18][CH2:17][N:16]([C:14]([O:13][C:9]([CH3:12])([CH3:11])[CH3:10])=[O:15])[CH2:21][CH2:20]2)=[N:6][CH:7]=1. The reactants are [Br:1][C:2]1[CH:3]=[N:4][C:5](Cl)=[N:6][CH:7]=1.[C:9]([O:13][C:14]([N:16]1[CH2:21][CH2:20][NH:19][CH2:18][CH2:17]1)=[O:15])([CH3:12])([CH3:11])[CH3:10].C(=O)([O-])[O-].[K+].[K+]. The catalyst is O1CCOCC1. The yield is 0.800.